Dataset: Catalyst prediction with 721,799 reactions and 888 catalyst types from USPTO. Task: Predict which catalyst facilitates the given reaction. (1) Reactant: [NH2:1][C@@H:2]1[CH2:6][CH2:5][N:4]([C:7]2[N:15]=[C:14]3[C:10]([N:11]=[CH:12][N:13]3[C@@H:16]3[CH2:20][C@H:19]([NH:21][C:22](=[O:25])[CH2:23][OH:24])[C@@H:18]([OH:26])[C@H:17]3[OH:27])=[C:9]([NH:28][CH2:29][C:30]([C:39]3[CH:44]=[CH:43][C:42]([Cl:45])=[CH:41][CH:40]=3)([C:32]3[CH:37]=[CH:36][C:35]([Cl:38])=[CH:34][CH:33]=3)[OH:31])[N:8]=2)[CH2:3]1.C1([O:52][C:53](=O)[NH:54][C:55]2[CH:56]=[N:57][CH:58]=[CH:59][CH:60]=2)C=CC=CC=1. Product: [Cl:38][C:35]1[CH:36]=[CH:37][C:32]([C:30]([C:39]2[CH:44]=[CH:43][C:42]([Cl:45])=[CH:41][CH:40]=2)([OH:31])[CH2:29][NH:28][C:9]2[N:8]=[C:7]([N:4]3[CH2:5][CH2:6][C@@H:2]([NH:1][C:53]([NH:54][C:55]4[CH:56]=[N:57][CH:58]=[CH:59][CH:60]=4)=[O:52])[CH2:3]3)[N:15]=[C:14]3[C:10]=2[N:11]=[CH:12][N:13]3[C@@H:16]2[CH2:20][C@H:19]([NH:21][C:22](=[O:25])[CH2:23][OH:24])[C@@H:18]([OH:26])[C@H:17]2[OH:27])=[CH:33][CH:34]=1. The catalyst class is: 37. (2) Reactant: [Br:1][C:2]1[C:7]([NH2:8])=[CH:6][C:5]([Cl:9])=[CH:4][N:3]=1.[F:10][C:11]([F:23])([F:22])[C:12]1[CH:13]=[C:14]([S:18](Cl)(=[O:20])=[O:19])[CH:15]=[CH:16][CH:17]=1. Product: [Br:1][C:2]1[C:7]([NH:8][S:18]([C:14]2[CH:15]=[CH:16][CH:17]=[C:12]([C:11]([F:10])([F:22])[F:23])[CH:13]=2)(=[O:20])=[O:19])=[CH:6][C:5]([Cl:9])=[CH:4][N:3]=1. The catalyst class is: 17. (3) Reactant: [F:1][C:2]1[CH:7]=[CH:6][C:5]([C:8]2[N:9]([CH2:31][CH2:32][C@H:33]3[O:38][B:37]([C:39]4[CH:44]=[CH:43][CH:42]=[CH:41][CH:40]=4)[O:36][C@@H:35]([CH2:45][C:46]([O:48][C:49]([CH3:52])([CH3:51])[CH3:50])=[O:47])[CH2:34]3)[C:10]([CH:28]([CH3:30])[CH3:29])=[C:11]([C:19](=S)[NH:20][C:21]3[CH:26]=[CH:25][CH:24]=[CH:23][CH:22]=3)[C:12]=2[C:13]2[CH:18]=[CH:17][CH:16]=[CH:15][CH:14]=2)=[CH:4][CH:3]=1.[OH-].[Na+].OO.C(OCC)(=[O:59])C. Product: [F:1][C:2]1[CH:7]=[CH:6][C:5]([C:8]2[N:9]([CH2:31][CH2:32][C@H:33]3[O:38][B:37]([C:39]4[CH:44]=[CH:43][CH:42]=[CH:41][CH:40]=4)[O:36][C@@H:35]([CH2:45][C:46]([O:48][C:49]([CH3:52])([CH3:51])[CH3:50])=[O:47])[CH2:34]3)[C:10]([CH:28]([CH3:30])[CH3:29])=[C:11]([C:19](=[O:59])[NH:20][C:21]3[CH:26]=[CH:25][CH:24]=[CH:23][CH:22]=3)[C:12]=2[C:13]2[CH:18]=[CH:17][CH:16]=[CH:15][CH:14]=2)=[CH:4][CH:3]=1. The catalyst class is: 40. (4) Reactant: Br[CH:2]1[CH2:7][CH2:6][CH2:5][C:4]([C:8]([O:10][CH3:11])=[O:9])=[CH:3]1.C([O-])([O-])=O.[K+].[K+].[C:18]1([SH:24])[CH:23]=[CH:22][CH:21]=[CH:20][CH:19]=1. Product: [C:18]1([S:24][CH:2]2[CH2:7][CH2:6][CH2:5][C:4]([C:8]([O:10][CH3:11])=[O:9])=[CH:3]2)[CH:23]=[CH:22][CH:21]=[CH:20][CH:19]=1. The catalyst class is: 634. (5) Reactant: [Cl:1][C:2]1[S:3][C:4]([CH:9]2[C@H:14]([O:15][CH2:16][C:17]3[CH:22]=[CH:21][CH:20]=[CH:19][CH:18]=3)[C@@H:13]([O:23][CH2:24][C:25]3[CH:30]=[CH:29][CH:28]=[CH:27][CH:26]=3)[C@H:12]([O:31][CH2:32][C:33]3[CH:38]=[CH:37][CH:36]=[CH:35][CH:34]=3)[C@@H:11]([CH2:39][O:40][CH2:41][C:42]3[CH:47]=[CH:46][CH:45]=[CH:44][CH:43]=3)[O:10]2)=[CH:5][C:6]=1[CH2:7][OH:8].CCN(CC)CC.[C:55](Cl)(=[O:62])[C:56]1[CH:61]=[CH:60][CH:59]=[CH:58][CH:57]=1. Product: [C:55]([O:8][CH2:7][C:6]1[CH:5]=[C:4]([C@H:9]2[C@H:14]([O:15][CH2:16][C:17]3[CH:18]=[CH:19][CH:20]=[CH:21][CH:22]=3)[C@@H:13]([O:23][CH2:24][C:25]3[CH:30]=[CH:29][CH:28]=[CH:27][CH:26]=3)[C@H:12]([O:31][CH2:32][C:33]3[CH:34]=[CH:35][CH:36]=[CH:37][CH:38]=3)[C@@H:11]([CH2:39][O:40][CH2:41][C:42]3[CH:43]=[CH:44][CH:45]=[CH:46][CH:47]=3)[O:10]2)[S:3][C:2]=1[Cl:1])(=[O:62])[C:56]1[CH:61]=[CH:60][CH:59]=[CH:58][CH:57]=1. The catalyst class is: 2. (6) Reactant: [NH:1]1[CH2:6][CH2:5][O:4][CH2:3][CH2:2]1.C(N(C(C)C)CC)(C)C.[Br:16][CH2:17][C:18](Br)=[O:19]. Product: [Br:16][CH2:17][C:18]([N:1]1[CH2:6][CH2:5][O:4][CH2:3][CH2:2]1)=[O:19]. The catalyst class is: 91. (7) Reactant: Cl.C(O[C:7](=O)[N:8]([CH2:10][CH2:11][NH:12][CH2:13][C:14]1[CH:19]=[CH:18][C:17]([C:20]2[CH:25]=[CH:24][CH:23]=[C:22]([N:26]3[C:31]4[N:32]=[CH:33][C:34]([F:36])=[CH:35][C:30]=4[C:29](=[O:37])[N:28]([C@H:38]4[CH2:43][CH2:42][C@@H:41]([NH:44][C:45]([C:47]5[N:48]=[C:49]6[CH:54]=[CH:53][C:52]([F:55])=[CH:51][N:50]6[CH:56]=5)=[O:46])[CH2:40][CH2:39]4)[C:27]3=[O:57])[CH:21]=2)=[CH:16][CH:15]=1)C)(C)(C)C.C(O)(=O)C. Product: [F:55][C:52]1[CH:53]=[CH:54][C:49]2[N:50]([CH:56]=[C:47]([C:45]([NH:44][C@H:41]3[CH2:40][CH2:39][C@@H:38]([N:28]4[C:29](=[O:37])[C:30]5[CH:35]=[C:34]([F:36])[CH:33]=[N:32][C:31]=5[N:26]([C:22]5[CH:21]=[C:20]([C:17]6[CH:16]=[CH:15][C:14]([CH2:13][NH:12][CH2:11][CH2:10][NH:8][CH3:7])=[CH:19][CH:18]=6)[CH:25]=[CH:24][CH:23]=5)[C:27]4=[O:57])[CH2:43][CH2:42]3)=[O:46])[N:48]=2)[CH:51]=1. The catalyst class is: 169. (8) Reactant: [Cl:1][C:2]1[CH:7]=[C:6]([O:8][C:9]2[C:18]3[C:13](=[CH:14][C:15]([O:21][CH3:22])=[C:16]([O:19][CH3:20])[CH:17]=3)[N:12]=[CH:11][CH:10]=2)[CH:5]=[CH:4][C:3]=1[NH:23][C:24]([NH:26][C:27]1[CH:31]=[C:30]([CH3:32])[O:29][N:28]=1)=[O:25].[C:33]([OH:40])(=[O:39])/[CH:34]=[CH:35]\[C:36]([OH:38])=[O:37]. Product: [C:33]([OH:40])(=[O:39])/[CH:34]=[CH:35]\[C:36]([OH:38])=[O:37].[Cl:1][C:2]1[CH:7]=[C:6]([O:8][C:9]2[C:18]3[C:13](=[CH:14][C:15]([O:21][CH3:22])=[C:16]([O:19][CH3:20])[CH:17]=3)[N:12]=[CH:11][CH:10]=2)[CH:5]=[CH:4][C:3]=1[NH:23][C:24]([NH:26][C:27]1[CH:31]=[C:30]([CH3:32])[O:29][N:28]=1)=[O:25]. The catalyst class is: 645.